This data is from Forward reaction prediction with 1.9M reactions from USPTO patents (1976-2016). The task is: Predict the product of the given reaction. (1) Given the reactants [CH3:1][O:2][C:3]1[CH:4]=[C:5]2[C:10](=[CH:11][CH:12]=1)[C:9](=[O:13])[CH2:8][CH2:7][CH2:6]2, predict the reaction product. The product is: [CH3:1][O:2][C:3]1[CH:4]=[C:5]2[C:10](=[CH:11][CH:12]=1)[C:9]([OH:13])=[CH:8][CH:7]=[CH:6]2. (2) Given the reactants [O:1]=[C:2]1[CH2:7][C:6]2([C:16]([O:18][CH3:19])=[O:17])[N:8]([C:9]([O:11][C:12]([CH3:15])(C)C)=[O:10])[CH:3]1[CH2:4][CH2:5]2.C(O)(C(F)(F)F)=O.C(Cl)(OC[C:31]1[CH:36]=[CH:35]C=[CH:33][CH:32]=1)=O, predict the reaction product. The product is: [O:1]=[C:2]1[CH2:7][C:6]2([C:16]([O:18][CH3:19])=[O:17])[N:8]([C:9]([O:11][CH2:12][C:15]3[CH:35]=[CH:36][CH:31]=[CH:32][CH:33]=3)=[O:10])[CH:3]1[CH2:4][CH2:5]2. (3) Given the reactants [CH3:1][O:2][C:3]1[CH:8]=[CH:7][C:6]([N:9]2[CH2:14][CH2:13][NH:12][CH2:11][CH2:10]2)=[CH:5][CH:4]=1.ClC(Cl)(O[C:19](=[O:25])[O:20]C(Cl)(Cl)Cl)Cl.O[N:28]1[C:32](=[O:33])[C:31]2=[CH:34][CH:35]=[CH:36][CH:37]=[C:30]2[C:29]1=[O:38].CCN(C(C)C)C(C)C, predict the reaction product. The product is: [CH3:1][O:2][C:3]1[CH:4]=[CH:5][C:6]([N:9]2[CH2:14][CH2:13][N:12]([C:19]([O:20][N:28]3[C:32](=[O:33])[C:31]4[C:30](=[CH:37][CH:36]=[CH:35][CH:34]=4)[C:29]3=[O:38])=[O:25])[CH2:11][CH2:10]2)=[CH:7][CH:8]=1. (4) Given the reactants Cl.[Cl:2][C:3]1[CH:4]=[C:5]([NH:9][NH2:10])[CH:6]=[CH:7][CH:8]=1.[CH2:11]([O:13][C:14](=[O:22])[CH:15]([C:19](=O)[CH3:20])[C:16](=O)[CH3:17])[CH3:12].N1C=CC=CC=1, predict the reaction product. The product is: [CH2:11]([O:13][C:14]([C:15]1[C:16]([CH3:17])=[N:10][N:9]([C:5]2[CH:6]=[CH:7][CH:8]=[C:3]([Cl:2])[CH:4]=2)[C:19]=1[CH3:20])=[O:22])[CH3:12].